From a dataset of NCI-60 drug combinations with 297,098 pairs across 59 cell lines. Regression. Given two drug SMILES strings and cell line genomic features, predict the synergy score measuring deviation from expected non-interaction effect. (1) Drug 1: CC1=C(C=C(C=C1)NC(=O)C2=CC=C(C=C2)CN3CCN(CC3)C)NC4=NC=CC(=N4)C5=CN=CC=C5. Drug 2: CC1=C2C(C(=O)C3(C(CC4C(C3C(C(C2(C)C)(CC1OC(=O)C(C(C5=CC=CC=C5)NC(=O)OC(C)(C)C)O)O)OC(=O)C6=CC=CC=C6)(CO4)OC(=O)C)O)C)O. Cell line: MALME-3M. Synergy scores: CSS=-8.60, Synergy_ZIP=8.45, Synergy_Bliss=6.02, Synergy_Loewe=-3.78, Synergy_HSA=-6.82. (2) Drug 1: CN1CCC(CC1)COC2=C(C=C3C(=C2)N=CN=C3NC4=C(C=C(C=C4)Br)F)OC. Drug 2: C1=CN(C=N1)CC(O)(P(=O)(O)O)P(=O)(O)O. Cell line: SK-OV-3. Synergy scores: CSS=13.7, Synergy_ZIP=-7.44, Synergy_Bliss=-6.47, Synergy_Loewe=-14.7, Synergy_HSA=-6.52.